This data is from Reaction yield outcomes from USPTO patents with 853,638 reactions. The task is: Predict the reaction yield, written as a fraction of the theoretical maximum amount of product (1.0 means a 100% yield; for example, 0.34 means a 34% yield). The reactants are C([Li])(C)(C)C.Br[C:7]1[CH:12]=[CH:11][C:10]([Br:13])=[CH:9][CH:8]=1.[Cu](C#N)C#N.[C:19]([O:24][CH3:25])(=[O:23])[C@H:20]1[O:22][CH2:21]1.[Cl-].[NH4+]. The catalyst is CCCCC. The product is [Br:13][C:10]1[CH:11]=[CH:12][C:7]([CH2:21][C@H:20]([OH:22])[C:19]([O:24][CH3:25])=[O:23])=[CH:8][CH:9]=1. The yield is 0.440.